Task: Regression. Given a peptide amino acid sequence and an MHC pseudo amino acid sequence, predict their binding affinity value. This is MHC class II binding data.. Dataset: Peptide-MHC class II binding affinity with 134,281 pairs from IEDB (1) The peptide sequence is AAPLSWSKDIYNYME. The MHC is DRB1_0301 with pseudo-sequence DRB1_0301. The binding affinity (normalized) is 0.344. (2) The peptide sequence is CGSYVTKTSGSAASM. The MHC is DRB1_0404 with pseudo-sequence DRB1_0404. The binding affinity (normalized) is 0.620.